This data is from Forward reaction prediction with 1.9M reactions from USPTO patents (1976-2016). The task is: Predict the product of the given reaction. (1) Given the reactants [CH3:1][O:2][C:3]1[C:12]2[C:7](=[CH:8][CH:9]=[CH:10][CH:11]=2)[CH:6]=[CH:5][C:4]=1B1OC(C)(C)C(C)(C)O1.Cl[C:23]1[CH:24]=[C:25]([CH2:29][N:30]2[CH:34]=[CH:33][N:32]=[C:31]2[CH3:35])[N:26]=[N:27][CH:28]=1, predict the reaction product. The product is: [CH3:1][O:2][C:3]1[C:12]2[C:7](=[CH:8][CH:9]=[CH:10][CH:11]=2)[CH:6]=[CH:5][C:4]=1[C:23]1[CH:24]=[C:25]([CH2:29][N:30]2[CH:34]=[CH:33][N:32]=[C:31]2[CH3:35])[N:26]=[N:27][CH:28]=1. (2) Given the reactants [OH:1][C:2]([C@H:5]1[CH2:9][CH2:8][NH:7][C@H:6]1[CH3:10])([CH3:4])[CH3:3].[Cl:11][C:12]1[C:19]([F:20])=[C:18](F)[CH:17]=[CH:16][C:13]=1[C:14]#[N:15].C(=O)([O-])[O-].[Li+].[Li+], predict the reaction product. The product is: [Cl:11][C:12]1[C:19]([F:20])=[C:18]([N:7]2[CH2:8][CH2:9][C@H:5]([C:2]([OH:1])([CH3:4])[CH3:3])[C@@H:6]2[CH3:10])[CH:17]=[CH:16][C:13]=1[C:14]#[N:15].